Dataset: Full USPTO retrosynthesis dataset with 1.9M reactions from patents (1976-2016). Task: Predict the reactants needed to synthesize the given product. (1) Given the product [CH3:1][N:2]([CH3:17])[CH:3]1[CH2:4][CH2:5][N:6]([C:9]2[CH:16]=[CH:15][C:21]([C:20]([OH:23])=[O:22])=[CH:11][CH:10]=2)[CH2:7][CH2:8]1, predict the reactants needed to synthesize it. The reactants are: [CH3:1][N:2]([CH3:17])[CH:3]1[CH2:8][CH2:7][N:6]([C:9]2[CH:16]=[CH:15]C(C#N)=[CH:11][CH:10]=2)[CH2:5][CH2:4]1.Cl.O.[C:20]([OH:23])(=[O:22])[CH3:21]. (2) Given the product [Br:12][CH2:11][C:10]1[CH:9]=[C:8]([O:7][C:6]([F:5])([F:16])[F:17])[CH:15]=[CH:14][C:13]=1[N+:1]([O-:4])=[O:2], predict the reactants needed to synthesize it. The reactants are: [N+:1]([O-:4])(O)=[O:2].[F:5][C:6]([F:17])([F:16])[O:7][C:8]1[CH:9]=[C:10]([CH:13]=[CH:14][CH:15]=1)[CH2:11][Br:12]. (3) Given the product [F:49][C:45]1([F:48])[CH2:46][CH2:47][CH:42]([C:28]2[C:27]3[CH:26]([OH:50])[CH2:25][C:24]([CH3:61])([CH3:60])[CH2:23][C:22]=3[N:21]=[C:20]([CH:17]3[CH2:18][CH2:19][N:14]([C:11]4[N:10]=[CH:9][C:8]([N:1]5[CH2:6][CH2:5][CH2:4][CH2:3][CH2:2]5)=[CH:13][N:12]=4)[CH2:15][CH2:16]3)[C:29]=2[CH:30]([F:41])[C:31]2[CH:32]=[CH:33][C:34]([C:37]([F:39])([F:38])[F:40])=[CH:35][CH:36]=2)[CH2:43][CH2:44]1, predict the reactants needed to synthesize it. The reactants are: [NH:1]1[CH2:6][CH2:5][CH2:4][CH2:3][CH2:2]1.Br[C:8]1[CH:9]=[N:10][C:11]([N:14]2[CH2:19][CH2:18][CH:17]([C:20]3[C:29]([CH:30]([F:41])[C:31]4[CH:36]=[CH:35][C:34]([C:37]([F:40])([F:39])[F:38])=[CH:33][CH:32]=4)=[C:28]([CH:42]4[CH2:47][CH2:46][C:45]([F:49])([F:48])[CH2:44][CH2:43]4)[C:27]4[CH:26]([O:50]CC5C=CC(OC)=CC=5)[CH2:25][C:24]([CH3:61])([CH3:60])[CH2:23][C:22]=4[N:21]=3)[CH2:16][CH2:15]2)=[N:12][CH:13]=1. (4) Given the product [ClH:1].[NH2:8][CH2:7][CH2:6][O:5][C:4]1[CH:19]=[CH:20][C:21]([CH2:22][CH:23]2[CH2:27][CH2:26][N:25]([CH:28]3[CH2:33][CH2:32][CH2:31][CH2:30][CH2:29]3)[C:24]2=[O:34])=[C:2]([Cl:1])[CH:3]=1, predict the reactants needed to synthesize it. The reactants are: [Cl:1][C:2]1[CH:3]=[C:4]([CH:19]=[CH:20][C:21]=1[CH2:22][CH:23]1[CH2:27][CH2:26][N:25]([CH:28]2[CH2:33][CH2:32][CH2:31][CH2:30][CH2:29]2)[C:24]1=[O:34])[O:5][CH2:6][CH2:7][N:8]1C(=O)C2C(=CC=CC=2)C1=O.O.NN.